From a dataset of Catalyst prediction with 721,799 reactions and 888 catalyst types from USPTO. Predict which catalyst facilitates the given reaction. (1) Product: [CH3:24][N:22]([CH3:23])[CH2:21][C:20]([C:16]1[CH:15]=[C:14]([C:10]2[S:9][C:8]([NH2:7])=[N:12][C:11]=2[CH3:13])[CH:19]=[CH:18][N:17]=1)([CH3:26])[CH3:25]. Reactant: C(OC(=O)[NH:7][C:8]1[S:9][C:10]([C:14]2[CH:19]=[CH:18][N:17]=[C:16]([C:20]([CH3:26])([CH3:25])[CH2:21][N:22]([CH3:24])[CH3:23])[CH:15]=2)=[C:11]([CH3:13])[N:12]=1)(C)(C)C. The catalyst class is: 61. (2) Reactant: Br[C:2]1[C:3]([C:7]([OH:9])=[O:8])=[CH:4][S:5][CH:6]=1.[Na].[C:11]([O:17][CH2:18][CH3:19])(=[O:16])[CH2:12]C(C)=O.[O-]CC.[Na+]. Product: [CH2:18]([O:17][C:11](=[O:16])[CH2:12][C:2]1[C:3]([C:7]([OH:9])=[O:8])=[CH:4][S:5][CH:6]=1)[CH3:19]. The catalyst class is: 536. (3) Product: [OH:11][C:10]12[C:4]3[C:5](=[CH:6][CH:1]=[CH:2][CH:3]=3)[C:7](=[O:8])[C:9]1([OH:12])[C:23]1[CH:24]=[C:19]([C:14]([CH2:17][CH3:18])([CH3:15])[CH3:16])[CH:20]=[CH:21][C:22]=1[O:25]2. Reactant: [CH:1]1[CH:6]=[C:5]2[C:7]([C:9](O)([OH:12])[C:10](=[O:11])[C:4]2=[CH:3][CH:2]=1)=[O:8].[C:14]([C:19]1[CH:24]=[CH:23][C:22]([OH:25])=[CH:21][CH:20]=1)([CH2:17][CH3:18])([CH3:16])[CH3:15]. The catalyst class is: 15. (4) Reactant: Br[CH2:2][C:3]([NH:5][C:6]1[CH:11]=[CH:10][CH:9]=[CH:8][N:7]=1)=[O:4].C(=O)([O-])[O-].[K+].[K+].[CH3:18][O:19][C:20]1[CH:21]=[C:22]2[C:27](=[CH:28][CH:29]=1)[N:26]=[CH:25][N:24]=[C:23]2[O:30][CH2:31][CH:32]1[CH2:37][CH2:36][CH:35]([NH2:38])[CH2:34][CH2:33]1. Product: [CH3:18][O:19][C:20]1[CH:21]=[C:22]2[C:27](=[CH:28][CH:29]=1)[N:26]=[CH:25][N:24]=[C:23]2[O:30][CH2:31][CH:32]1[CH2:37][CH2:36][CH:35]([NH:38][CH2:2][C:3]([NH:5][C:6]2[CH:11]=[CH:10][CH:9]=[CH:8][N:7]=2)=[O:4])[CH2:34][CH2:33]1. The catalyst class is: 3. (5) Reactant: [OH:1][C:2]1[C:7]2[C@@:8]3([OH:45])[C@@:21]([O:25][CH3:26])([C@H:22]([OH:24])[CH2:23][C:6]=2[CH:5]=[C:4]([CH3:46])[C:3]=1[C:47]([O:49][CH3:50])=[O:48])[C:20](=[O:27])[C:19]1[C:10](=[CH:11][C:12]2[C:13](=[O:43])[C:14]([NH:30][C@@H:31]4[C@H:36]([O:37][CH3:38])[C@H:35]([OH:39])[C@@H:34]([O:40][CH3:41])[C@H:33]([CH3:42])[O:32]4)=[CH:15][C:16](=[O:29])[C:17]=2[C:18]=1[OH:28])[C:9]3=[O:44].[Cl:51]N1C(=O)CCC1=O.C(OOC(=O)C1C=CC=CC=1)(=O)C1C=CC=CC=1. Product: [Cl:51][C:15]1[C:16](=[O:29])[C:17]2[C:18]([OH:28])=[C:19]3[C:10](=[CH:11][C:12]=2[C:13](=[O:43])[C:14]=1[NH:30][C@@H:31]1[C@H:36]([O:37][CH3:38])[C@H:35]([OH:39])[C@@H:34]([O:40][CH3:41])[C@H:33]([CH3:42])[O:32]1)[C:9](=[O:44])[C@:8]1([OH:45])[C@@:21]([O:25][CH3:26])([C@H:22]([OH:24])[CH2:23][C:6]2[CH:5]=[C:4]([CH3:46])[C:3]([C:47]([O:49][CH3:50])=[O:48])=[C:2]([OH:1])[C:7]=21)[C:20]3=[O:27]. The catalyst class is: 22.